From a dataset of Forward reaction prediction with 1.9M reactions from USPTO patents (1976-2016). Predict the product of the given reaction. (1) Given the reactants C([O:3][C:4](=O)[C:5]([C:8]1[CH2:9][CH2:10][N:11]([CH2:14][C:15]2[CH:20]=[CH:19][CH:18]=[CH:17][CH:16]=2)[CH2:12][CH:13]=1)([CH3:7])[CH3:6])C.[H-].[H-].[H-].[H-].[Li+].[Al+3].O.[OH-].[Na+], predict the reaction product. The product is: [CH2:14]([N:11]1[CH2:10][CH:9]=[C:8]([C:5]([CH3:7])([CH3:6])[CH:4]=[O:3])[CH2:13][CH2:12]1)[C:15]1[CH:20]=[CH:19][CH:18]=[CH:17][CH:16]=1. (2) Given the reactants [NH:1]1[C:9]2[C:4](=[CH:5][CH:6]=[CH:7][CH:8]=2)[C:3]([CH2:10][C:11]([NH2:13])=[O:12])=[CH:2]1.CO[C:16](=[O:33])[C:17]([C:19]1[C:29]2=[C:30]3[C:25](=[CH:26][CH:27]=[CH:28]2)[C:24]([CH3:32])([CH3:31])[CH2:23][CH2:22][N:21]3[CH:20]=1)=O, predict the reaction product. The product is: [CH3:32][C:24]1([CH3:31])[C:25]2[C:30]3=[C:29]([C:19]([C:17]4[C:16](=[O:33])[NH:13][C:11](=[O:12])[C:10]=4[C:3]4[C:4]5[C:9](=[CH:8][CH:7]=[CH:6][CH:5]=5)[NH:1][CH:2]=4)=[CH:20][N:21]3[CH2:22][CH2:23]1)[CH:28]=[CH:27][CH:26]=2. (3) Given the reactants [CH3:1][C:2]1[CH:10]=[CH:9][C:8]2[CH2:7][CH2:6][CH2:5][C:4]=2[C:3]=1[OH:11].C1N2CN3CN(C2)CN1C3.O.FC(F)(F)[C:25](O)=[O:26], predict the reaction product. The product is: [OH:11][C:3]1[C:4]2[CH2:5][CH2:6][CH2:7][C:8]=2[C:9]([CH:25]=[O:26])=[CH:10][C:2]=1[CH3:1]. (4) Given the reactants [CH3:1][O:2][C:3]([C@@H:5]1[CH2:18][C@H:17]([NH2:19])[C:16](=[O:20])[C@H:15]2[C@@:6]1([CH3:28])[CH2:7][CH2:8][C@@H:9]1[C@:14]2([CH3:21])[CH2:13][C@@H:12]([C:22]2[CH:26]=[CH:25][O:24][CH:23]=2)[O:11][C:10]1=[O:27])=[O:4].[CH3:29][S:30](Cl)(=[O:32])=[O:31].CCN(CC)CC, predict the reaction product. The product is: [CH3:1][O:2][C:3]([C@@H:5]1[CH2:18][C@H:17]([NH:19][S:30]([CH3:29])(=[O:32])=[O:31])[C:16](=[O:20])[C@H:15]2[C@@:6]1([CH3:28])[CH2:7][CH2:8][C@@H:9]1[C@:14]2([CH3:21])[CH2:13][C@@H:12]([C:22]2[CH:26]=[CH:25][O:24][CH:23]=2)[O:11][C:10]1=[O:27])=[O:4]. (5) Given the reactants [Br:1][C:2]1[CH:3]=[C:4]([CH:7]=O)[S:5][CH:6]=1.Cl.[CH2:10]([O:17][NH2:18])[C:11]1[CH:16]=[CH:15][CH:14]=[CH:13][CH:12]=1.N1C=CC=CC=1, predict the reaction product. The product is: [CH2:10]([O:17][N:18]=[CH:7][C:4]1[S:5][CH:6]=[C:2]([Br:1])[CH:3]=1)[C:11]1[CH:16]=[CH:15][CH:14]=[CH:13][CH:12]=1. (6) The product is: [Cl:1][C:2]1[C:7]([N:8]2[C:12]([S:13]([C:16]3[CH:21]=[CH:20][CH:19]=[CH:18][CH:17]=3)(=[O:15])=[O:14])=[CH:11][C:10]([CH:22]=[O:23])=[N:9]2)=[CH:6][CH:5]=[CH:4][N:3]=1. Given the reactants [Cl:1][C:2]1[C:7]([N:8]2[C:12]([S:13]([C:16]3[CH:21]=[CH:20][CH:19]=[CH:18][CH:17]=3)(=[O:15])=[O:14])=[CH:11][C:10]([CH2:22][OH:23])=[N:9]2)=[CH:6][CH:5]=[CH:4][N:3]=1, predict the reaction product. (7) Given the reactants [Br:1][C:2]1[CH:13]=[CH:12][C:5]([O:6][CH2:7][C:8]([O:10]C)=[O:9])=[C:4]([CH:14]=[C:15]2[S:19][C:18](=[N:20][C:21]3[CH:26]=[CH:25][C:24]([Cl:27])=[CH:23][CH:22]=3)[NH:17][C:16]2=[O:28])[CH:3]=1.[OH-].[K+].O, predict the reaction product. The product is: [Br:1][C:2]1[CH:13]=[CH:12][C:5]([O:6][CH2:7][C:8]([OH:10])=[O:9])=[C:4]([CH:14]=[C:15]2[S:19][C:18](=[N:20][C:21]3[CH:26]=[CH:25][C:24]([Cl:27])=[CH:23][CH:22]=3)[NH:17][C:16]2=[O:28])[CH:3]=1.